The task is: Binary Classification. Given a T-cell receptor sequence (or CDR3 region) and an epitope sequence, predict whether binding occurs between them.. This data is from TCR-epitope binding with 47,182 pairs between 192 epitopes and 23,139 TCRs. (1) The epitope is KMQRMLLEK. The TCR CDR3 sequence is CASSPKQGSNLRSYNEQFF. Result: 0 (the TCR does not bind to the epitope). (2) The epitope is RQLLFVVEV. The TCR CDR3 sequence is CASSLYKTYEQYF. Result: 1 (the TCR binds to the epitope). (3) The epitope is LLWNGPMAV. The TCR CDR3 sequence is CASSHSGYEQFF. Result: 1 (the TCR binds to the epitope).